Dataset: Reaction yield outcomes from USPTO patents with 853,638 reactions. Task: Predict the reaction yield, written as a fraction of the theoretical maximum amount of product (1.0 means a 100% yield; for example, 0.34 means a 34% yield). (1) The reactants are [CH3:1][O:2][C:3](=[O:17])[CH:4]([NH:7][C:8](=[O:16])[C:9]1[CH:14]=[CH:13][CH:12]=[C:11]([Cl:15])[CH:10]=1)[CH2:5]O.BrC(Cl)(Cl)Cl.C1CCN2C(=NCCC2)CC1. The catalyst is C(Cl)Cl. The product is [CH3:1][O:2][C:3]([C:4]1[N:7]=[C:8]([C:9]2[CH:14]=[CH:13][CH:12]=[C:11]([Cl:15])[CH:10]=2)[O:16][CH:5]=1)=[O:17]. The yield is 0.590. (2) The reactants are [C:1]1([C:7]2[C:8]([NH2:20])=[C:9]([NH2:19])[C:10]([C:13]3[CH:18]=[CH:17][CH:16]=[CH:15][CH:14]=3)=[CH:11][CH:12]=2)[CH:6]=[CH:5][CH:4]=[CH:3][CH:2]=1.[C:21](O)(=O)[CH:22]([CH3:24])[OH:23].Cl. No catalyst specified. The product is [C:13]1([C:10]2[C:9]3[N:19]=[C:21]([CH:22]([OH:23])[CH3:24])[NH:20][C:8]=3[C:7]([C:1]3[CH:2]=[CH:3][CH:4]=[CH:5][CH:6]=3)=[CH:12][CH:11]=2)[CH:14]=[CH:15][CH:16]=[CH:17][CH:18]=1. The yield is 0.828. (3) The reactants are [CH2:1]([NH:8][C:9](=[O:17])[C:10]1[CH:15]=[CH:14][C:13](Cl)=[N:12][CH:11]=1)[C:2]1[CH:7]=[CH:6][CH:5]=[CH:4][CH:3]=1.O.[NH2:19][NH2:20]. The yield is 0.780. The product is [CH2:1]([NH:8][C:9](=[O:17])[C:10]1[CH:15]=[CH:14][C:13]([NH:19][NH2:20])=[N:12][CH:11]=1)[C:2]1[CH:7]=[CH:6][CH:5]=[CH:4][CH:3]=1. The catalyst is C(O)C. (4) The reactants are [C:1]1([C:7]2[C:15]3[CH:14]=[C:13]([CH2:16][CH2:17][CH2:18][CH2:19][N:20]4[CH:24]=[C:23]([C:25]([O:27]C)=[O:26])[N:22]=[N:21]4)[N:12]=[N:11][C:10]=3[N:9](S(C3C=CC=CC=3)(=O)=O)[CH:8]=2)[CH:6]=[CH:5][CH:4]=[CH:3][CH:2]=1.[Li+].[OH-]. The catalyst is C1COCC1.O. The product is [C:1]1([C:7]2[C:15]3[CH:14]=[C:13]([CH2:16][CH2:17][CH2:18][CH2:19][N:20]4[CH:24]=[C:23]([C:25]([OH:27])=[O:26])[N:22]=[N:21]4)[N:12]=[N:11][C:10]=3[NH:9][CH:8]=2)[CH:2]=[CH:3][CH:4]=[CH:5][CH:6]=1. The yield is 0.620. (5) The reactants are [OH:1][C:2]1[CH:11]=[C:10]2[C:5]([CH:6]=[C:7]([C:12]([OH:14])=[O:13])[CH:8]=[N:9]2)=[CH:4][CH:3]=1.O=S(Cl)Cl.O.C([O-])([O-])=O.[Na+].[Na+].[CH3:26][CH2:27]O. No catalyst specified. The product is [OH:1][C:2]1[CH:11]=[C:10]2[C:5]([CH:6]=[C:7]([C:12]([O:14][CH2:26][CH3:27])=[O:13])[CH:8]=[N:9]2)=[CH:4][CH:3]=1. The yield is 0.640.